This data is from Catalyst prediction with 721,799 reactions and 888 catalyst types from USPTO. The task is: Predict which catalyst facilitates the given reaction. (1) Reactant: Cl[C:2]1[C:7]([CH:8]([CH2:13][CH2:14][CH3:15])[C:9]([O:11][CH3:12])=[O:10])=[C:6]([CH3:16])[N:5]=[C:4]([C:17]2[CH:22]=[CH:21][CH:20]=[CH:19][CH:18]=2)[N:3]=1.C(N(CC)C(C)C)(C)C.[O:32]1[C:36]2[CH:37]=[CH:38][C:39](B(O)O)=[CH:40][C:35]=2[CH2:34][CH2:33]1. Product: [O:32]1[C:36]2[CH:37]=[CH:38][C:39]([C:2]3[C:7]([CH:8]([CH2:13][CH2:14][CH3:15])[C:9]([O:11][CH3:12])=[O:10])=[C:6]([CH3:16])[N:5]=[C:4]([C:17]4[CH:22]=[CH:21][CH:20]=[CH:19][CH:18]=4)[N:3]=3)=[CH:40][C:35]=2[CH2:34][CH2:33]1. The catalyst class is: 659. (2) Reactant: [Br:1][C:2]1[CH:3]=[CH:4][C:5]([Cl:11])=[C:6]([CH:10]=1)[C:7]([OH:9])=O.C(Cl)(=O)C(Cl)=O.CN(C=O)C.[Br:23][CH2:24][CH2:25][CH2:26][C:27]1[CH:32]=[CH:31][CH:30]=[CH:29][CH:28]=1. The catalyst class is: 2. Product: [Br:1][C:2]1[CH:3]=[CH:4][C:5]([Cl:11])=[C:6]([C:7]([C:30]2[CH:31]=[CH:32][C:27]([CH2:26][CH2:25][CH2:24][Br:23])=[CH:28][CH:29]=2)=[O:9])[CH:10]=1. (3) Reactant: [CH2:1]([C@@H:8]1[C@@H:16]([CH2:17][O:18][CH2:19][C:20]([CH3:22])=[CH2:21])[C@H:15]([CH3:23])[O:14][C:13](=[O:24])[C@@H:12]([NH:25][C:26](=[O:32])[O:27][C:28]([CH3:31])([CH3:30])[CH3:29])[CH2:11][O:10][CH2:9]1)[C:2]1[CH:7]=[CH:6][CH:5]=[CH:4][CH:3]=1. Product: [CH2:1]([C@@H:8]1[C@@H:16]([CH2:17][O:18][CH2:19][CH:20]([CH3:22])[CH3:21])[C@H:15]([CH3:23])[O:14][C:13](=[O:24])[C@@H:12]([NH:25][C:26](=[O:32])[O:27][C:28]([CH3:30])([CH3:29])[CH3:31])[CH2:11][O:10][CH2:9]1)[C:2]1[CH:7]=[CH:6][CH:5]=[CH:4][CH:3]=1. The catalyst class is: 350. (4) Reactant: [CH3:1][O:2][C:3]1[C:8]([O:9][CH3:10])=[CH:7][C:6]([NH2:11])=[C:5]([CH:12]2[CH2:17][C:16]([CH3:19])([CH3:18])[CH2:15][C:14]([CH3:21])([CH3:20])[CH2:13]2)[CH:4]=1.Cl.Cl[CH2:24][CH2:25][NH:26][CH2:27][CH2:28]Cl. Product: [CH3:1][O:2][C:3]1[C:8]([O:9][CH3:10])=[CH:7][C:6]([N:11]2[CH2:28][CH2:27][NH:26][CH2:25][CH2:24]2)=[C:5]([CH:12]2[CH2:17][C:16]([CH3:19])([CH3:18])[CH2:15][C:14]([CH3:21])([CH3:20])[CH2:13]2)[CH:4]=1. The catalyst class is: 262.